Dataset: Full USPTO retrosynthesis dataset with 1.9M reactions from patents (1976-2016). Task: Predict the reactants needed to synthesize the given product. (1) Given the product [Cl:1][C:2]1[CH:18]=[CH:17][C:5]2[CH2:6][CH2:7][N:8]([C:11](=[O:16])[C:12]([F:15])([F:14])[F:13])[CH2:9][CH2:10][C:4]=2[C:3]=1[NH:37][CH2:36][C:35]1[CH:38]=[CH:39][C:32]([CH2:31][O:30][CH2:29][C:28]([CH3:41])([CH3:40])[CH3:27])=[CH:33][CH:34]=1, predict the reactants needed to synthesize it. The reactants are: [Cl:1][C:2]1[CH:18]=[CH:17][C:5]2[CH2:6][CH2:7][N:8]([C:11](=[O:16])[C:12]([F:15])([F:14])[F:13])[CH2:9][CH2:10][C:4]=2[C:3]=1OS(C(F)(F)F)(=O)=O.[CH3:27][C:28]([CH3:41])([CH3:40])[CH2:29][O:30][CH2:31][C:32]1[CH:39]=[CH:38][C:35]([CH2:36][NH2:37])=[CH:34][CH:33]=1. (2) Given the product [NH2:24][C:19]1[N:20]=[C:21]([N:8]2[C:9]3[C:5](=[CH:4][CH:3]=[C:2]([I:1])[CH:10]=3)[C:6]([C:11]([OH:13])=[O:12])=[N:7]2)[CH:22]=[C:17]([Cl:16])[N:18]=1, predict the reactants needed to synthesize it. The reactants are: [I:1][C:2]1[CH:10]=[C:9]2[C:5]([C:6]([C:11]([OH:13])=[O:12])=[N:7][NH:8]2)=[CH:4][CH:3]=1.[H-].[Na+].[Cl:16][C:17]1[CH:22]=[C:21](Cl)[N:20]=[C:19]([NH2:24])[N:18]=1. (3) Given the product [F:1][C:2]([F:27])([F:26])[C:3]([N:5]1[CH2:10][CH2:9][CH2:8][C@@H:7]2[C:11]3[CH:12]=[C:13]([CH3:28])[CH:14]=[CH:15][C:16]=3[CH2:17][C@H:6]12)=[O:4], predict the reactants needed to synthesize it. The reactants are: [F:1][C:2]([F:27])([F:26])[C:3]([N:5]1[CH2:10][CH2:9][CH2:8][C@@H:7]2[C:11]3[CH:12]=[C:13](OS(C(F)(F)F)(=O)=O)[CH:14]=[CH:15][C:16]=3[CH2:17][C@H:6]12)=[O:4].[CH3:28]B1OB(C)OB(C)O1.[O-]P([O-])([O-])=O.[K+].[K+].[K+]. (4) Given the product [C:5]([OH:7])(=[O:6])[CH3:4].[NH2:36][C:34]([C:29]1[CH:30]=[N:31][C:32]2[C:27]([C:28]=1[NH:1][C:2]1[CH:3]=[C:4]([CH:8]=[C:9]([CH:11]([CH3:13])[CH3:12])[CH:10]=1)[C:5]([OH:7])=[O:6])=[CH:26][CH:25]=[C:24]([C:19]1[C:20]([O:22][CH3:23])=[N:21][C:16]([O:15][CH3:14])=[N:17][CH:18]=1)[CH:33]=2)=[O:35], predict the reactants needed to synthesize it. The reactants are: [NH2:1][C:2]1[CH:3]=[C:4]([CH:8]=[C:9]([CH:11]([CH3:13])[CH3:12])[CH:10]=1)[C:5]([OH:7])=[O:6].[CH3:14][O:15][C:16]1[N:21]=[C:20]([O:22][CH3:23])[C:19]([C:24]2[CH:33]=[C:32]3[C:27]([C:28](Cl)=[C:29]([C:34]([NH2:36])=[O:35])[CH:30]=[N:31]3)=[CH:26][CH:25]=2)=[CH:18][N:17]=1. (5) Given the product [CH2:22]([C:23]1[O:20][C:3]2[CH:4]=[CH:5][C:6]3[CH2:7][CH2:8][NH:9][CH2:10][CH2:11][C:12]=3[C:2]=2[N:1]=1)[CH3:21], predict the reactants needed to synthesize it. The reactants are: [NH2:1][C:2]1[C:12]2[CH2:11][CH2:10][N:9](C(OC(C)(C)C)=O)[CH2:8][CH2:7][C:6]=2[CH:5]=[CH:4][C:3]=1[OH:20].[C:21](Cl)(=O)[CH2:22][CH3:23].N1C=CC=CC=1.C(O)(C(F)(F)F)=O. (6) The reactants are: F[C:2]1[C:7]([C:8]2[CH:13]=[CH:12][C:11]([N:14]3[C@@H:18]([C:19]4[CH:24]=[CH:23][CH:22]=[CH:21][CH:20]=4)[C:17]([CH3:26])([CH3:25])[O:16][C:15]3=[O:27])=[CH:10][CH:9]=2)=[CH:6][C:5]([C:28]2[N:33]=[CH:32][CH:31]=[CH:30][N:29]=2)=[CH:4][N:3]=1.[O:34]1CCOCC1.Cl. Given the product [CH3:25][C:17]1([CH3:26])[O:16][C:15](=[O:27])[N:14]([C:11]2[CH:12]=[CH:13][C:8]([C:7]3[C:2](=[O:34])[NH:3][CH:4]=[C:5]([C:28]4[N:33]=[CH:32][CH:31]=[CH:30][N:29]=4)[CH:6]=3)=[CH:9][CH:10]=2)[C@H:18]1[C:19]1[CH:24]=[CH:23][CH:22]=[CH:21][CH:20]=1, predict the reactants needed to synthesize it. (7) The reactants are: CS(C)=O.[OH:5][C:6]1[CH:7]=[CH:8][C:9]([C:12]([OH:14])=O)=[N:10][CH:11]=1.C1N=CN(C(N2C=NC=C2)=O)C=1.O[NH:28][C:29](=[NH:33])[CH:30]([CH3:32])[CH3:31]. Given the product [CH:30]([C:29]1[N:33]=[C:12]([C:9]2[N:10]=[CH:11][C:6]([OH:5])=[CH:7][CH:8]=2)[O:14][N:28]=1)([CH3:32])[CH3:31], predict the reactants needed to synthesize it.